From a dataset of Full USPTO retrosynthesis dataset with 1.9M reactions from patents (1976-2016). Predict the reactants needed to synthesize the given product. (1) Given the product [CH:30]1([NH:32][C:23]([C:22]2[CH:21]=[N:20][N:17]3[CH:18]=[CH:19][C:14]([N:10]4[CH2:11][CH2:12][CH2:13][CH:9]4[C:4]4[C:5]([CH3:8])=[N:6][CH:7]=[C:2]([F:1])[CH:3]=4)=[N:15][C:16]=23)=[O:25])[CH2:31][CH2:29]1, predict the reactants needed to synthesize it. The reactants are: [F:1][C:2]1[CH:3]=[C:4]([C@H:9]2[CH2:13][CH2:12][CH2:11][N:10]2[C:14]2[CH:19]=[CH:18][N:17]3[N:20]=[CH:21][C:22]([C:23]([OH:25])=O)=[C:16]3[N:15]=2)[C:5]([CH3:8])=[N:6][CH:7]=1.C1C=C[C:29]2N(O)N=[N:32][C:30]=2[CH:31]=1.CCN=C=NCCCN(C)C.C(N(CC)CC)C.C1(N)CC1. (2) Given the product [N:20]1[CH:21]=[CH:22][CH:23]=[CH:24][C:19]=1[C:17]1[O:18][C:12]2[CH2:11][N:10]([C:8]3[CH:9]=[N:6][CH:5]=[C:4]([CH:7]=3)[C:3]#[N:28])[CH2:15][CH2:14][C:13]=2[N:16]=1, predict the reactants needed to synthesize it. The reactants are: FC1[CH:3]=[C:4]([CH:7]=[C:8]([N:10]2[CH2:15][CH2:14][C:13]3[N:16]=[C:17]([C:19]4[CH:24]=[CH:23][CH:22]=[CH:21][N:20]=4)[O:18][C:12]=3[CH2:11]2)[CH:9]=1)[C:5]#[N:6].BrC1C=[N:28]C=C(C=1)C#N. (3) Given the product [CH:14]1([C:12]([C:6]2[CH:7]=[N:8][C:9]3[C:4]([C:5]=2[N:17]2[CH2:22][CH2:21][CH:20]([CH:23]([N:25]([CH3:26])[CH3:27])[CH3:24])[CH2:19][CH2:18]2)=[CH:3][C:2]([C:33]2[CH:34]=[C:29]([F:28])[C:30]([OH:45])=[C:31]([F:44])[CH:32]=2)=[CH:11][CH:10]=3)=[O:13])[CH2:16][CH2:15]1, predict the reactants needed to synthesize it. The reactants are: Br[C:2]1[CH:3]=[C:4]2[C:9](=[CH:10][CH:11]=1)[N:8]=[CH:7][C:6]([C:12]([CH:14]1[CH2:16][CH2:15]1)=[O:13])=[C:5]2[N:17]1[CH2:22][CH2:21][CH:20]([CH:23]([N:25]([CH3:27])[CH3:26])[CH3:24])[CH2:19][CH2:18]1.[F:28][C:29]1[CH:34]=[C:33](B2OC(C)(C)C(C)(C)O2)[CH:32]=[C:31]([F:44])[C:30]=1[OH:45]. (4) Given the product [OH:17][C:18]1[C:19](=[O:25])[NH:20][C:21]([CH3:24])=[N:22][C:23]=1[N:8]=[N:1][C:2]1[CH:7]=[CH:6][CH:5]=[CH:4][CH:3]=1, predict the reactants needed to synthesize it. The reactants are: [NH2:1][C:2]1[CH:7]=[CH:6][CH:5]=[CH:4][CH:3]=1.[N:8]([O-])=O.[Na+].C([O-])(=O)C.[Na+].[OH:17][C:18]1[C:19](=[O:25])[NH:20][C:21]([CH3:24])=[N:22][CH:23]=1.